Dataset: Forward reaction prediction with 1.9M reactions from USPTO patents (1976-2016). Task: Predict the product of the given reaction. The product is: [Cl:30][C:25]1[CH:24]=[C:23]([NH:22][C:21]2[C:16]3[C:15]4[CH2:32][CH2:33][N:12]([C:10](=[O:11])/[CH:9]=[CH:36]/[C@@H:38]5[CH2:42][CH2:41][CH2:40][N:39]5[C:43]([O:45][C:46]([CH3:47])([CH3:49])[CH3:48])=[O:44])[CH2:13][C:14]=4[S:31][C:17]=3[N:18]=[CH:19][N:20]=2)[CH:28]=[CH:27][C:26]=1[F:29]. Given the reactants C(OP([CH2:9][C:10]([N:12]1[CH2:33][CH2:32][C:15]2[C:16]3[C:21]([NH:22][C:23]4[CH:28]=[CH:27][C:26]([F:29])=[C:25]([Cl:30])[CH:24]=4)=[N:20][CH:19]=[N:18][C:17]=3[S:31][C:14]=2[CH2:13]1)=[O:11])(=O)OCC)C.[H-].[Na+].[CH:36]([C@@H:38]1[CH2:42][CH2:41][CH2:40][N:39]1[C:43]([O:45][C:46]([CH3:49])([CH3:48])[CH3:47])=[O:44])=O.CO, predict the reaction product.